Task: Regression. Given a peptide amino acid sequence and an MHC pseudo amino acid sequence, predict their binding affinity value. This is MHC class I binding data.. Dataset: Peptide-MHC class I binding affinity with 185,985 pairs from IEDB/IMGT (1) The peptide sequence is HENRMVLASTT. The MHC is HLA-B44:03 with pseudo-sequence HLA-B44:03. The binding affinity (normalized) is 0.541. (2) The peptide sequence is VYINHPFIY. The MHC is HLA-A68:02 with pseudo-sequence HLA-A68:02. The binding affinity (normalized) is 0. (3) The peptide sequence is WENGFKVVL. The MHC is HLA-B08:02 with pseudo-sequence HLA-B08:02. The binding affinity (normalized) is 0.0847. (4) The peptide sequence is SQIQLSLLK. The MHC is HLA-A31:01 with pseudo-sequence HLA-A31:01. The binding affinity (normalized) is 0.0945. (5) The peptide sequence is MTMLIKAFK. The MHC is HLA-A03:01 with pseudo-sequence HLA-A03:01. The binding affinity (normalized) is 0.808. (6) The peptide sequence is VIKFYQLH. The MHC is H-2-Kb with pseudo-sequence H-2-Kb. The binding affinity (normalized) is 0.0205.